Dataset: Reaction yield outcomes from USPTO patents with 853,638 reactions. Task: Predict the reaction yield, written as a fraction of the theoretical maximum amount of product (1.0 means a 100% yield; for example, 0.34 means a 34% yield). (1) The reactants are [Cl:1][C:2]1[CH:7]=[C:6](Cl)[N:5]=[C:4]([CH3:9])[N:3]=1.C(O)(C)C.[NH3:14].O. The product is [Cl:1][C:2]1[N:3]=[C:4]([CH3:9])[N:5]=[C:6]([NH2:14])[CH:7]=1. No catalyst specified. The yield is 0.339. (2) The reactants are [C:1]1([C:7]2[N:8]=[C:9]([C:12]3[CH:17]=[CH:16][C:15]([OH:18])=[CH:14][CH:13]=3)[S:10][CH:11]=2)[CH:6]=[CH:5][CH:4]=[CH:3][CH:2]=1.C1(P(C2C=CC=CC=2)C2C=CC=CC=2)C=CC=CC=1.O[CH2:39][CH2:40][NH:41][C:42](=[O:51])[O:43][CH2:44][C:45]1[CH:50]=[CH:49][CH:48]=[CH:47][CH:46]=1.C1CCN(C(N=NC(N2CCCCC2)=O)=O)CC1. The catalyst is C1(C)C=CC=CC=1.O1CCCC1. The product is [CH2:44]([O:43][C:42](=[O:51])[NH:41][CH2:40][CH2:39][O:18][C:15]1[CH:14]=[CH:13][C:12]([C:9]2[S:10][CH:11]=[C:7]([C:1]3[CH:2]=[CH:3][CH:4]=[CH:5][CH:6]=3)[N:8]=2)=[CH:17][CH:16]=1)[C:45]1[CH:50]=[CH:49][CH:48]=[CH:47][CH:46]=1. The yield is 0.450. (3) The reactants are [F:1][C:2]1[CH:3]=[C:4]([CH:7]=[CH:8][CH:9]=1)[CH:5]=O.Cl.[O:11]([NH2:13])[CH3:12]. No catalyst specified. The product is [CH3:12][O:11][N:13]=[CH:5][C:4]1[CH:7]=[CH:8][CH:9]=[C:2]([F:1])[CH:3]=1. The yield is 0.940. (4) The product is [N:1]1([CH2:2][O:3][C:4]2[N:9]=[CH:8][CH:7]=[CH:6][N:5]=2)[CH2:23][CH2:22][O:21][CH2:20][CH2:19]1. The catalyst is COCCOCCOC. The yield is 0.270. The reactants are [NH2:1][CH2:2][O:3][C:4]1[N:9]=[CH:8][CH:7]=[CH:6][N:5]=1.C(=O)([O-])[O-].[K+].[K+].[I-].[Na+].Cl[CH2:19][CH2:20][O:21][CH2:22][CH2:23]Cl. (5) The reactants are [NH2:1][C:2]1[CH:3]=[C:4]([CH:23]=[CH:24][CH:25]=1)[C:5]([NH:7][CH2:8][C:9]1[CH:10]=[C:11]([NH:15][C:16](=[O:22])[O:17][C:18]([CH3:21])([CH3:20])[CH3:19])[CH:12]=[CH:13][CH:14]=1)=[O:6].[Cl:26][C:27]1[N:32]=[C:31](Cl)[C:30]([Cl:34])=[CH:29][N:28]=1.C(=O)([O-])[O-].[K+].[K+]. The catalyst is CN(C=O)C. The product is [Cl:26][C:27]1[N:32]=[C:31]([NH:1][C:2]2[CH:3]=[C:4]([CH:23]=[CH:24][CH:25]=2)[C:5]([NH:7][CH2:8][C:9]2[CH:10]=[C:11]([NH:15][C:16](=[O:22])[O:17][C:18]([CH3:20])([CH3:21])[CH3:19])[CH:12]=[CH:13][CH:14]=2)=[O:6])[C:30]([Cl:34])=[CH:29][N:28]=1. The yield is 0.180. (6) The reactants are Cl[C:2]1[CH:7]=[C:6]([Cl:8])[CH:5]=[C:4]([CH:9]2[CH2:11][CH2:10]2)[N:3]=1.[Cl:12][C:13]1[CH:14]=[C:15](B(O)O)[CH:16]=[CH:17][CH:18]=1.C([O-])([O-])=O.[Cs+].[Cs+].C1(C)C=CC=CC=1. The catalyst is O.ClCCl.C1C=CC([P]([Pd]([P](C2C=CC=CC=2)(C2C=CC=CC=2)C2C=CC=CC=2)([P](C2C=CC=CC=2)(C2C=CC=CC=2)C2C=CC=CC=2)[P](C2C=CC=CC=2)(C2C=CC=CC=2)C2C=CC=CC=2)(C2C=CC=CC=2)C2C=CC=CC=2)=CC=1.CCO. The yield is 0.200. The product is [Cl:8][C:6]1[CH:5]=[C:4]([CH:9]2[CH2:11][CH2:10]2)[N:3]=[C:2]([C:17]2[CH:16]=[CH:15][CH:14]=[C:13]([Cl:12])[CH:18]=2)[CH:7]=1. (7) The reactants are [CH3:1][N:2]1[CH:6]=[C:5]([C:7]([OH:9])=O)[N:4]=[N:3]1.CN(C)C=O.C(Cl)(=O)C(Cl)=O.[NH2:21][C:22]1[CH:23]=[C:24]([CH:41]=[CH:42][CH:43]=1)[O:25][C:26]1[CH:27]=[CH:28][C:29]2[N:30]([CH:32]=[C:33]([NH:35][C:36]([CH:38]3[CH2:40][CH2:39]3)=[O:37])[N:34]=2)[N:31]=1. The catalyst is CN(C)C(=O)C.O1CCCC1. The product is [CH:38]1([C:36]([NH:35][C:33]2[N:34]=[C:29]3[CH:28]=[CH:27][C:26]([O:25][C:24]4[CH:23]=[C:22]([NH:21][C:7]([C:5]5[N:4]=[N:3][N:2]([CH3:1])[CH:6]=5)=[O:9])[CH:43]=[CH:42][CH:41]=4)=[N:31][N:30]3[CH:32]=2)=[O:37])[CH2:39][CH2:40]1. The yield is 0.700.